From a dataset of Catalyst prediction with 721,799 reactions and 888 catalyst types from USPTO. Predict which catalyst facilitates the given reaction. (1) Reactant: [C:1]([NH:9][NH2:10])(=[O:8])[C:2]1[CH:7]=[CH:6][N:5]=[CH:4][CH:3]=1.[CH3:11][N:12]=[C:13]=[S:14]. Product: [C:1]([NH:9][NH:10][C:13](=[S:14])[NH:12][CH3:11])(=[O:8])[C:2]1[CH:7]=[CH:6][N:5]=[CH:4][CH:3]=1. The catalyst class is: 32. (2) Reactant: [Mg].[CH2:2]([C@H:5]1[CH2:10][CH2:9][C@H:8]([C:11]2[CH:16]=[CH:15][C:14](Br)=[CH:13][CH:12]=2)[CH2:7][CH2:6]1)[CH2:3][CH3:4].[C:18](=[O:20])=[O:19].Cl. Product: [CH2:2]([C@H:5]1[CH2:10][CH2:9][C@H:8]([C:11]2[CH:16]=[CH:15][C:14]([C:18]([OH:20])=[O:19])=[CH:13][CH:12]=2)[CH2:7][CH2:6]1)[CH2:3][CH3:4]. The catalyst class is: 7. (3) Reactant: C([O:3][C:4](=[O:29])[CH2:5][CH2:6][CH2:7][O:8][C:9]1[CH:14]=[CH:13][C:12]([C:15]2[CH:20]=[CH:19][CH:18]=[C:17]([O:21][CH:22]3[CH2:26][CH2:25][CH2:24][CH2:23]3)[CH:16]=2)=[C:11]([F:27])[C:10]=1[F:28])C.CCO.[OH-].[Na+].Cl. Product: [CH:22]1([O:21][C:17]2[CH:16]=[C:15]([C:12]3[CH:13]=[CH:14][C:9]([O:8][CH2:7][CH2:6][CH2:5][C:4]([OH:29])=[O:3])=[C:10]([F:28])[C:11]=3[F:27])[CH:20]=[CH:19][CH:18]=2)[CH2:26][CH2:25][CH2:24][CH2:23]1. The catalyst class is: 25. (4) Reactant: [Br:1][C:2]1[C:11]2[CH:10]=[N:9][CH:8]=[CH:7][C:6]=2[C:5]([CH:12]=O)=[CH:4][CH:3]=1.[NH2:14][OH:15]. Product: [Br:1][C:2]1[C:11]2[CH:10]=[N:9][CH:8]=[CH:7][C:6]=2[C:5]([CH:12]=[N:14][OH:15])=[CH:4][CH:3]=1. The catalyst class is: 8. (5) Reactant: [NH2:1][C:2]1[C:7]([C:8]#[N:9])=[C:6]2[O:10][CH2:11][O:12][C:5]2=[CH:4][C:3]=1[C:13]1[O:14][C:15]2[C:20]([CH2:21][CH:22]=1)=[CH:19][CH:18]=[C:17]([N:23]([CH3:25])[CH3:24])[CH:16]=2.N1C=CC=CC=1.[CH2:32]([O:34][C:35](Cl)=[O:36])[CH3:33].CCCCCC.[CH3:44][CH2:45][O:46][C:47](C)=[O:48]. Product: [C:8]([C:7]1[C:2]([N:1]([C:47]([O:46][CH2:45][CH3:44])=[O:48])[C:35]([O:34][CH2:32][CH3:33])=[O:36])=[C:3]([C:13]2[O:14][C:15]3[C:20]([CH2:21][CH:22]=2)=[CH:19][CH:18]=[C:17]([N:23]([CH3:25])[CH3:24])[CH:16]=3)[CH:4]=[C:5]2[O:12][CH2:11][O:10][C:6]=12)#[N:9]. The catalyst class is: 2. (6) Reactant: [F:1][C:2]1[CH:3]=[C:4]([CH2:8]O)[CH:5]=[N:6][CH:7]=1.P(Br)(Br)[Br:11]. Product: [BrH:11].[Br:11][CH2:8][C:4]1[CH:5]=[N:6][CH:7]=[C:2]([F:1])[CH:3]=1. The catalyst class is: 4. (7) The catalyst class is: 10. Reactant: [NH2:1][C:2]1[CH:7]=[CH:6][C:5]([C@@H:8]2[CH2:10][C@H:9]2[NH:11][C:12](=[O:18])[O:13][C:14]([CH3:17])([CH3:16])[CH3:15])=[CH:4][CH:3]=1.[CH3:19][C:20]1[CH:21]=[C:22]([CH:26]=[CH:27][CH:28]=1)[C:23](Cl)=[O:24].C(N(CC)CC)C.O. Product: [CH3:19][C:20]1[CH:21]=[C:22]([C:23]([NH:1][C:2]2[CH:7]=[CH:6][C:5]([C@@H:8]3[CH2:10][C@H:9]3[NH:11][C:12](=[O:18])[O:13][C:14]([CH3:15])([CH3:17])[CH3:16])=[CH:4][CH:3]=2)=[O:24])[CH:26]=[CH:27][CH:28]=1. (8) The catalyst class is: 124. Product: [CH:1]([O:4][C:5]([C@H:7]1[CH2:8][CH2:9][C@H:10]([C:13]2[CH:14]=[CH:15][C:16]([NH:19][C:27](=[O:29])[CH3:28])=[CH:17][CH:18]=2)[CH2:11][CH2:12]1)=[O:6])([CH3:3])[CH3:2]. Reactant: [CH:1]([O:4][C:5]([C@H:7]1[CH2:12][CH2:11][C@H:10]([C:13]2[CH:18]=[CH:17][C:16]([NH2:19])=[CH:15][CH:14]=2)[CH2:9][CH2:8]1)=[O:6])([CH3:3])[CH3:2].C(N(CC)CC)C.[C:27](OC(=O)C)(=[O:29])[CH3:28].